Dataset: Full USPTO retrosynthesis dataset with 1.9M reactions from patents (1976-2016). Task: Predict the reactants needed to synthesize the given product. (1) Given the product [OH:1][C:2]1[C:3]([C:15]([O:17][CH3:23])=[O:16])=[CH:4][N:5]([C:9]2[CH:14]=[CH:13][CH:12]=[CH:11][CH:10]=2)[C:6](=[O:8])[CH:7]=1, predict the reactants needed to synthesize it. The reactants are: [OH:1][C:2]1[C:3]([C:15]([OH:17])=[O:16])=[CH:4][N:5]([C:9]2[CH:14]=[CH:13][CH:12]=[CH:11][CH:10]=2)[C:6](=[O:8])[CH:7]=1.OS(O)(=O)=O.[CH3:23]O. (2) Given the product [O:35]=[C:33]1[N:32]([C:36]2[CH:41]=[CH:40][C:39]([N:42]3[CH2:47][CH2:46][O:45][CH2:44][C:43]3=[O:48])=[CH:38][CH:37]=2)[CH2:31][C@H:30]([CH2:29][N:5]2[C:1](=[O:11])[C:2]3[C:3](=[CH:7][CH:8]=[CH:9][CH:10]=3)[C:4]2=[O:6])[O:34]1, predict the reactants needed to synthesize it. The reactants are: [C:1]1(=[O:11])[NH:5][C:4](=[O:6])[C:3]2=[CH:7][CH:8]=[CH:9][CH:10]=[C:2]12.C([O-])([O-])=O.[K+].[K+].CC1C=CC(S(O[CH2:29][C@@H:30]2[O:34][C:33](=[O:35])[N:32]([C:36]3[CH:41]=[CH:40][C:39]([N:42]4[CH2:47][CH2:46][O:45][CH2:44][C:43]4=[O:48])=[CH:38][CH:37]=3)[CH2:31]2)(=O)=O)=CC=1.Cl. (3) Given the product [C:21]([O:20][CH2:1][CH2:2][OH:42])(=[O:39])[CH2:22][CH2:23][CH2:24][CH2:25][CH2:26][CH2:27][CH2:28][CH2:29][CH2:30][CH2:31][CH2:32][CH2:33][CH2:34][CH2:35][CH2:36][CH2:37][CH3:38], predict the reactants needed to synthesize it. The reactants are: [C:1]([O:20][C:21](=[O:39])[CH2:22][CH2:23][CH2:24][CH2:25][CH2:26][CH2:27][CH2:28][CH2:29][CH2:30][CH2:31][CH2:32][CH2:33][CH2:34][CH2:35][CH2:36][CH2:37][CH3:38])(=O)[CH2:2]CCCCCCCCCCCCCCCC.C(O)C[OH:42].C(N(CC)CC)C. (4) Given the product [CH2:26]([O:30][C:31](=[O:49])[CH2:32][NH:33][C:34]1[CH:39]=[CH:38][C:37]([Cl:40])=[C:36]([Cl:41])[CH:35]=1)[CH:27]([CH3:29])[CH3:28], predict the reactants needed to synthesize it. The reactants are: C(NC1C=CC=CC=1)(OC(C)(C)C)=O.[H-].[Na+].BrCC(OCC(C)C)=O.[CH2:26]([O:30][C:31](=[O:49])[CH2:32][N:33](C(OC(C)(C)C)=O)[C:34]1[CH:39]=[CH:38][C:37]([Cl:40])=[C:36]([Cl:41])[CH:35]=1)[CH:27]([CH3:29])[CH3:28].